From a dataset of NCI-60 drug combinations with 297,098 pairs across 59 cell lines. Regression. Given two drug SMILES strings and cell line genomic features, predict the synergy score measuring deviation from expected non-interaction effect. (1) Drug 1: C1=C(C(=O)NC(=O)N1)F. Drug 2: CN1C2=C(C=C(C=C2)N(CCCl)CCCl)N=C1CCCC(=O)O.Cl. Cell line: CAKI-1. Synergy scores: CSS=28.2, Synergy_ZIP=6.01, Synergy_Bliss=4.52, Synergy_Loewe=3.48, Synergy_HSA=8.49. (2) Drug 1: CCCCCOC(=O)NC1=NC(=O)N(C=C1F)C2C(C(C(O2)C)O)O. Drug 2: C1=NC(=NC(=O)N1C2C(C(C(O2)CO)O)O)N. Cell line: OVCAR-8. Synergy scores: CSS=9.76, Synergy_ZIP=-7.70, Synergy_Bliss=-10.4, Synergy_Loewe=-35.2, Synergy_HSA=-9.25.